From a dataset of Forward reaction prediction with 1.9M reactions from USPTO patents (1976-2016). Predict the product of the given reaction. (1) Given the reactants [C:1]([C:3]1[CH:8]=[CH:7][C:6]([C@H:9]([O:12][CH:13]2[CH2:18][CH2:17][CH2:16][CH2:15][O:14]2)[CH2:10][OH:11])=[CH:5][CH:4]=1)#[CH:2].Br[CH2:20][CH2:21][O:22][CH:23]1[CH2:28][CH2:27][CH2:26][CH2:25][O:24]1.[OH-].[K+].[Cl-].[NH4+].Cl, predict the reaction product. The product is: [C:1]([C:3]1[CH:4]=[CH:5][C:6]([C@H:9]([O:12][CH:13]2[CH2:18][CH2:17][CH2:16][CH2:15][O:14]2)[CH2:10][O:11][CH2:20][CH2:21][O:22][CH:23]2[CH2:28][CH2:27][CH2:26][CH2:25][O:24]2)=[CH:7][CH:8]=1)#[CH:2]. (2) Given the reactants [CH3:1][C:2]1[O:3][C:4]2[CH:13]=[C:12]([O:14][C:15]3[CH:20]=[CH:19][N:18]=[C:17]4[CH:21]=[CH:22][S:23][C:16]=34)[CH:11]=[CH:10][C:5]=2[C:6]=1[C:7]([OH:9])=O.[N:24]1([CH2:30][CH2:31][NH2:32])[CH2:29][CH2:28][O:27][CH2:26][CH2:25]1, predict the reaction product. The product is: [N:24]1([CH2:30][CH2:31][NH:32][C:7]([C:6]2[C:5]3[CH:10]=[CH:11][C:12]([O:14][C:15]4[CH:20]=[CH:19][N:18]=[C:17]5[CH:21]=[CH:22][S:23][C:16]=45)=[CH:13][C:4]=3[O:3][C:2]=2[CH3:1])=[O:9])[CH2:29][CH2:28][O:27][CH2:26][CH2:25]1.